From a dataset of Reaction yield outcomes from USPTO patents with 853,638 reactions. Predict the reaction yield, written as a fraction of the theoretical maximum amount of product (1.0 means a 100% yield; for example, 0.34 means a 34% yield). (1) The reactants are [F:1][C:2]1[CH:3]=[C:4]([CH2:8][CH:9]([C:24]2[CH:29]=[CH:28][C:27]([S:30]([CH3:33])(=[O:32])=[O:31])=[CH:26][CH:25]=2)[C:10]([NH:12][C:13]2[N:14]=[CH:15][C:16]([CH2:19][O:20]C(=O)C)=[N:17][CH:18]=2)=[O:11])[CH:5]=[CH:6][CH:7]=1.C([O-])([O-])=O.[K+].[K+].O.Cl. The catalyst is CO. The product is [F:1][C:2]1[CH:3]=[C:4]([CH2:8][CH:9]([C:24]2[CH:25]=[CH:26][C:27]([S:30]([CH3:33])(=[O:32])=[O:31])=[CH:28][CH:29]=2)[C:10]([NH:12][C:13]2[CH:18]=[N:17][C:16]([CH2:19][OH:20])=[CH:15][N:14]=2)=[O:11])[CH:5]=[CH:6][CH:7]=1. The yield is 0.990. (2) The reactants are [C:1]([C:3]1[C:4]([C:20]([F:23])([F:22])[F:21])=[C:5]2[C:9](=[CH:10][CH:11]=1)[N:8]([CH2:12][C:13](=[NH:16])[NH:14][OH:15])[C:7]([CH2:17][CH2:18][CH3:19])=[CH:6]2)#[N:2].[Cl:24][C:25]1[S:26][C:27]([Cl:33])=[CH:28][C:29]=1[C:30](Cl)=O.C(N(CC)C(C)C)(C)C. The catalyst is C(#N)C. The product is [Cl:24][C:25]1[S:26][C:27]([Cl:33])=[CH:28][C:29]=1[C:30]1[O:15][N:14]=[C:13]([CH2:12][N:8]2[C:9]3[C:5](=[C:4]([C:20]([F:22])([F:23])[F:21])[C:3]([C:1]#[N:2])=[CH:11][CH:10]=3)[CH:6]=[C:7]2[CH2:17][CH2:18][CH3:19])[N:16]=1. The yield is 0.370. (3) The reactants are [OH-].[Na+].[CH2:3]([O:5][C:6]1[CH:11]=[C:10](/[CH:12]=[C:13](\[CH2:19][CH3:20])/[C:14]([O:16]CC)=[O:15])[CH:9]=[CH:8][C:7]=1[C:21]1[CH:26]=[CH:25][CH:24]=[C:23]([N:27]([CH3:38])[C:28]([NH:30][CH2:31][CH2:32][CH2:33][CH2:34][CH2:35][CH2:36][CH3:37])=[O:29])[CH:22]=1)[CH3:4]. The catalyst is C(O)C. The product is [CH2:3]([O:5][C:6]1[CH:11]=[C:10](/[CH:12]=[C:13](\[CH2:19][CH3:20])/[C:14]([OH:16])=[O:15])[CH:9]=[CH:8][C:7]=1[C:21]1[CH:26]=[CH:25][CH:24]=[C:23]([N:27]([CH3:38])[C:28]([NH:30][CH2:31][CH2:32][CH2:33][CH2:34][CH2:35][CH2:36][CH3:37])=[O:29])[CH:22]=1)[CH3:4]. The yield is 0.770. (4) The yield is 0.366. The catalyst is C1(C)C=CC=CC=1.COCCOC. The reactants are [C:1]([O:5][C:6]([N:8]1[CH2:11][C:10]([O:13][C:14]2[CH:15]=[CH:16][C:17]3[O:22][CH2:21][C:20](=O)[N:19]([CH:24]([C:26]([O:28][CH2:29][CH3:30])=[O:27])[CH3:25])[C:18]=3[CH:31]=2)([CH3:12])[CH2:9]1)=[O:7])([CH3:4])([CH3:3])[CH3:2].COC1C=CC(P2(SP(C3C=CC(OC)=CC=3)(=S)S2)=[S:41])=CC=1. The product is [C:1]([O:5][C:6]([N:8]1[CH2:11][C:10]([O:13][C:14]2[CH:15]=[CH:16][C:17]3[O:22][CH2:21][C:20](=[S:41])[N:19]([CH:24]([C:26]([O:28][CH2:29][CH3:30])=[O:27])[CH3:25])[C:18]=3[CH:31]=2)([CH3:12])[CH2:9]1)=[O:7])([CH3:4])([CH3:3])[CH3:2]. (5) The reactants are [Cl-].O[NH3+:3].[C:4](=[O:7])([O-])[OH:5].[Na+].CS(C)=O.[CH3:13][C:14]([CH3:45])([CH3:44])[CH2:15][N:16]1[C:21](=[O:22])[C:20]([CH2:23][C:24]2[CH:29]=[CH:28][C:27]([C:30]3[C:31]([C:36]#[N:37])=[CH:32][CH:33]=[CH:34][CH:35]=3)=[CH:26][CH:25]=2)=[C:19]([CH2:38][CH2:39][CH3:40])[N:18]2[N:41]=[CH:42][N:43]=[C:17]12. The catalyst is C(OCC)(=O)C. The product is [CH3:45][C:14]([CH3:44])([CH3:13])[CH2:15][N:16]1[C:21](=[O:22])[C:20]([CH2:23][C:24]2[CH:25]=[CH:26][C:27]([C:30]3[CH:35]=[CH:34][CH:33]=[CH:32][C:31]=3[C:36]3[NH:3][C:4](=[O:7])[O:5][N:37]=3)=[CH:28][CH:29]=2)=[C:19]([CH2:38][CH2:39][CH3:40])[N:18]2[N:41]=[CH:42][N:43]=[C:17]12. The yield is 0.400. (6) The reactants are OC(C(F)(F)F)=O.[CH:8]([N:11]1[C:15]([C:16]2[S:17][C:18]3[CH2:19][CH2:20][O:21][C:22]4[CH:29]=[C:28]([CH:30]5[CH2:35][CH2:34][NH:33][CH2:32][CH2:31]5)[CH:27]=[CH:26][C:23]=4[C:24]=3[N:25]=2)=[N:14][CH:13]=[N:12]1)([CH3:10])[CH3:9].Br[CH2:37][CH2:38][O:39][CH:40]1[CH2:45][CH2:44][CH2:43][CH2:42][O:41]1.C(=O)([O-])[O-].[K+].[K+]. The catalyst is CN(C=O)C.C(Cl)Cl. The product is [CH:8]([N:11]1[C:15]([C:16]2[S:17][C:18]3[CH2:19][CH2:20][O:21][C:22]4[CH:29]=[C:28]([CH:30]5[CH2:35][CH2:34][N:33]([CH2:37][CH2:38][O:39][CH:40]6[CH2:45][CH2:44][CH2:43][CH2:42][O:41]6)[CH2:32][CH2:31]5)[CH:27]=[CH:26][C:23]=4[C:24]=3[N:25]=2)=[N:14][CH:13]=[N:12]1)([CH3:10])[CH3:9]. The yield is 0.330.